Dataset: Forward reaction prediction with 1.9M reactions from USPTO patents (1976-2016). Task: Predict the product of the given reaction. (1) Given the reactants Cl.[O:2]1[CH:6]=[CH:5][N:4]=[C:3]1[C:7]([CH:9]1[CH2:14][CH2:13][NH:12][CH2:11][CH2:10]1)=[O:8].[CH:15]1[C:20]([CH:21]=O)=[CH:19][C:18]2[O:23][CH2:24][O:25][C:17]=2[CH:16]=1.[BH-](OC(C)=O)(OC(C)=O)OC(C)=O.[Na+].[OH-].[Na+], predict the reaction product. The product is: [O:25]1[C:17]2[CH:16]=[CH:15][C:20]([CH2:21][N:12]3[CH2:13][CH2:14][CH:9]([C:7]([C:3]4[O:2][CH:6]=[CH:5][N:4]=4)=[O:8])[CH2:10][CH2:11]3)=[CH:19][C:18]=2[O:23][CH2:24]1. (2) Given the reactants C([O:3][C:4](=[O:34])[CH2:5][N:6]1[C:14]2[C:9](=[CH:10][CH:11]=[C:12]([O:15][CH2:16][C:17]([CH3:33])([CH3:32])[CH2:18][C:19]#[C:20][C:21]3[CH:26]=[CH:25][C:24]([O:27][C:28]([F:31])([F:30])[F:29])=[CH:23][CH:22]=3)[CH:13]=2)[CH:8]=[CH:7]1)C.[Li+].[OH-], predict the reaction product. The product is: [CH3:32][C:17]([CH3:33])([CH2:18][C:19]#[C:20][C:21]1[CH:22]=[CH:23][C:24]([O:27][C:28]([F:31])([F:29])[F:30])=[CH:25][CH:26]=1)[CH2:16][O:15][C:12]1[CH:13]=[C:14]2[C:9]([CH:8]=[CH:7][N:6]2[CH2:5][C:4]([OH:34])=[O:3])=[CH:10][CH:11]=1. (3) Given the reactants [Cl:1][C:2]1[CH:7]=[C:6]([NH:8][C:9](=[O:14])[C:10]([CH3:13])([CH3:12])[CH3:11])[CH:5]=[CH:4][N:3]=1.CN(P(N(C)C)(N(C)C)=O)C.[Li][C:27](C)([CH3:29])[CH3:28].ICCC.[Cl-].[NH4+], predict the reaction product. The product is: [Cl:1][C:2]1[C:7]([CH2:28][CH2:27][CH3:29])=[C:6]([NH:8][C:9](=[O:14])[C:10]([CH3:11])([CH3:13])[CH3:12])[CH:5]=[CH:4][N:3]=1. (4) Given the reactants [NH2:1][C:2]1[N:7]=[C:6](S(C)(=O)=O)[C:5]([C:12]2[CH:13]=[CH:14][C:15](=[O:21])[N:16]([CH:18]([CH3:20])[CH3:19])[N:17]=2)=[C:4]([C:22]2[CH:27]=[CH:26][CH:25]=[CH:24][CH:23]=2)[N:3]=1.[F:28][CH2:29][CH2:30][OH:31], predict the reaction product. The product is: [NH2:1][C:2]1[N:7]=[C:6]([O:31][CH2:30][CH2:29][F:28])[C:5]([C:12]2[CH:13]=[CH:14][C:15](=[O:21])[N:16]([CH:18]([CH3:20])[CH3:19])[N:17]=2)=[C:4]([C:22]2[CH:27]=[CH:26][CH:25]=[CH:24][CH:23]=2)[N:3]=1. (5) Given the reactants [NH2:1][C:2](=O)[C@H:3]([NH:7][C:8]1[N:9]=[N:10][C:11]([C:25]([NH2:27])=[O:26])=[C:12]([NH:14][C:15]2[CH:23]=[CH:22][CH:21]=[C:20]3[C:16]=2[CH:17]=[CH:18][N:19]3[CH3:24])[N:13]=1)C(C)C.[NH:29]1[CH:33]=[CH:32]C(CN)=N1.N[C@H](C(C)C)C(N)=O, predict the reaction product. The product is: [NH:29]1[CH:33]=[CH:32][C:2]([CH2:3][NH:7][C:8]2[N:9]=[N:10][C:11]([C:25]([NH2:27])=[O:26])=[C:12]([NH:14][C:15]3[CH:23]=[CH:22][CH:21]=[C:20]4[C:16]=3[CH:17]=[CH:18][N:19]4[CH3:24])[N:13]=2)=[N:1]1. (6) Given the reactants [NH2:1][C:2]1[C:11]2[C:6](=[C:7](Br)[CH:8]=[CH:9][CH:10]=2)[N:5]=[N:4][C:3]=1[C:13]([NH:15][CH2:16][CH2:17][CH3:18])=[O:14].[CH3:19][O:20][C:21]1[CH:26]=[CH:25][C:24]([CH3:27])=[CH:23][C:22]=1B(O)O, predict the reaction product. The product is: [NH2:1][C:2]1[C:11]2[C:6](=[C:7]([C:22]3[CH:23]=[C:24]([CH3:27])[CH:25]=[CH:26][C:21]=3[O:20][CH3:19])[CH:8]=[CH:9][CH:10]=2)[N:5]=[N:4][C:3]=1[C:13]([NH:15][CH2:16][CH2:17][CH3:18])=[O:14]. (7) Given the reactants [NH2:1][C:2]1[NH:6][N:5]=[C:4]([C:7]([OH:9])=[O:8])[N:3]=1.O=S(Cl)Cl.[CH3:14]O, predict the reaction product. The product is: [NH2:1][C:2]1[NH:6][N:5]=[C:4]([C:7]([O:9][CH3:14])=[O:8])[N:3]=1. (8) Given the reactants [CH3:1][O:2][C:3](=[O:22])[C:4]1[CH:9]=[CH:8][CH:7]=[C:6]([S:10][C:11]2[C:19]3[C:14](=[CH:15][C:16]([Cl:20])=[CH:17][CH:18]=3)[NH:13][C:12]=2[CH3:21])[CH:5]=1.[F:23][C:24]1[CH:31]=[CH:30][C:27]([CH2:28]Br)=[CH:26][CH:25]=1, predict the reaction product. The product is: [CH3:1][O:2][C:3](=[O:22])[C:4]1[CH:9]=[CH:8][CH:7]=[C:6]([S:10][C:11]2[C:19]3[C:14](=[CH:15][C:16]([Cl:20])=[CH:17][CH:18]=3)[N:13]([CH2:28][C:27]3[CH:30]=[CH:31][C:24]([F:23])=[CH:25][CH:26]=3)[C:12]=2[CH3:21])[CH:5]=1. (9) Given the reactants Br[C:2]1[CH:3]=[C:4]([CH:7]=[CH:8][C:9]=1[CH:10]1[N:15]([CH3:16])[C:14](=[O:17])[N:13]([C:18]2[CH:23]=[CH:22][CH:21]=[C:20]([C:24]([F:27])([F:26])[F:25])[CH:19]=2)[C:12]2[CH2:28][CH2:29][N:30]([CH3:33])[C:31](=[O:32])[C:11]1=2)[C:5]#[N:6].[C:34]([O-:37])(=[O:36])C.[Na+].[C]=O.[CH3:41]O, predict the reaction product. The product is: [C:5]([C:4]1[CH:7]=[CH:8][C:9]([CH:10]2[N:15]([CH3:16])[C:14](=[O:17])[N:13]([C:18]3[CH:23]=[CH:22][CH:21]=[C:20]([C:24]([F:27])([F:26])[F:25])[CH:19]=3)[C:12]3[CH2:28][CH2:29][N:30]([CH3:33])[C:31](=[O:32])[C:11]2=3)=[C:2]([CH:3]=1)[C:34]([O:37][CH3:41])=[O:36])#[N:6]. (10) The product is: [NH:1]1[C:9]2[C:4](=[CH:5][C:6](/[C:10](/[C:20]3[CH:21]=[CH:22][C:23]([CH2:26][CH2:27][C:28]([OH:30])=[O:29])=[CH:24][CH:25]=3)=[C:11](/[C:14]3[CH:19]=[CH:18][CH:17]=[CH:16][CH:15]=3)\[CH2:12][CH3:13])=[CH:7][CH:8]=2)[CH:3]=[N:2]1. Given the reactants [NH:1]1[C:9]2[C:4](=[CH:5][C:6](/[C:10](/[C:20]3[CH:25]=[CH:24][C:23](/[CH:26]=[CH:27]/[C:28]([O:30]CC)=[O:29])=[CH:22][CH:21]=3)=[C:11](/[C:14]3[CH:19]=[CH:18][CH:17]=[CH:16][CH:15]=3)\[CH2:12][CH3:13])=[CH:7][CH:8]=2)[CH:3]=[N:2]1.[H][H], predict the reaction product.